The task is: Predict the reaction yield, written as a fraction of the theoretical maximum amount of product (1.0 means a 100% yield; for example, 0.34 means a 34% yield).. This data is from Reaction yield outcomes from USPTO patents with 853,638 reactions. (1) The reactants are [Cl:1][C:2]1[CH:10]=[C:9]2[C:5]([C@@:6]3([C:19]4([CH2:24][CH2:23][C:22]([CH3:26])([CH3:25])[CH2:21][CH2:20]4)[N:18]4[C@@H:13]([C:14](=[O:39])[O:15][C@@H:16]([C:33]5[CH:38]=[CH:37][CH:36]=[CH:35][CH:34]=5)[C@H:17]4[C:27]4[CH:32]=[CH:31][CH:30]=[CH:29][CH:28]=4)[C@@H:12]3[C:40]3[CH:45]=[CH:44][N:43]=[C:42]([Cl:46])[C:41]=3[F:47])[C:7](=[O:11])[NH:8]2)=[CH:4][CH:3]=1.C(=O)([O-])[O-:49].[K+].[K+].S([O-])([O-])(=O)=O.[Mg+2]. The catalyst is C(#N)C.O. The product is [Cl:1][C:2]1[CH:10]=[C:9]2[C:5]([C:6]3([C@@H:12]([C:40]4[CH:45]=[CH:44][N:43]=[C:42]([Cl:46])[C:41]=4[F:47])[C@H:13]([C:14]([OH:49])=[O:39])[N:18]([C@H:17]([C:27]4[CH:32]=[CH:31][CH:30]=[CH:29][CH:28]=4)[C@@H:16]([OH:15])[C:33]4[CH:38]=[CH:37][CH:36]=[CH:35][CH:34]=4)[C:19]43[CH2:24][CH2:23][C:22]([CH3:26])([CH3:25])[CH2:21][CH2:20]4)[C:7](=[O:11])[NH:8]2)=[CH:4][CH:3]=1. The yield is 1.00. (2) The yield is 0.230. The reactants are [CH2:1]([O:3][C:4](=[O:19])[CH2:5][O:6][C:7]1[CH:12]=[C:11]([CH3:13])[C:10]([O:14][CH3:15])=[CH:9][C:8]=1[CH:16]([CH3:18])[CH3:17])[CH3:2].[H-].[Na+].[CH:22]([O:24][CH2:25]C)=O.IC. The product is [CH2:1]([O:3][C:4](=[O:19])[C:5]([O:6][C:7]1[CH:12]=[C:11]([CH3:13])[C:10]([O:14][CH3:15])=[CH:9][C:8]=1[CH:16]([CH3:18])[CH3:17])=[CH:22][O:24][CH3:25])[CH3:2]. The catalyst is COCCOC. (3) The reactants are C([N:8]1[CH2:13][CH2:12][CH:11]([N:14]2[CH2:19][CH2:18][O:17][CH2:16][CH2:15]2)[CH2:10][CH2:9]1)C1C=CC=CC=1.Cl. The catalyst is CO.[OH-].[OH-].[Pd+2]. The product is [NH:8]1[CH2:13][CH2:12][CH:11]([N:14]2[CH2:19][CH2:18][O:17][CH2:16][CH2:15]2)[CH2:10][CH2:9]1. The yield is 0.910. (4) The reactants are N[C:2]1[CH:11]=[CH:10][CH:9]=[C:8]2[C:3]=1[CH:4]=[CH:5][CH:6]=[C:7]2[O:12][CH3:13].C1COCC1.[H+].[B-](F)(F)(F)[F:21].N([O-])=O.[Na+]. The catalyst is O.F[B-](F)(F)F.C([N+]1C=CN(C)C=1)C.CCOCC. The product is [F:21][C:2]1[CH:11]=[CH:10][CH:9]=[C:8]2[C:3]=1[CH:4]=[CH:5][CH:6]=[C:7]2[O:12][CH3:13]. The yield is 0.300. (5) The product is [CH3:28][O:27][C:22]1[CH:21]=[C:20]([O:29][CH3:30])[CH:19]=[C:18]2[C:23]=1[C:24](=[O:26])[NH:25][C:16]([C:13]1[CH:14]=[CH:15][C:10]([N:7]3[CH2:8][CH2:9][NH:4][CH:5]([CH3:31])[CH2:6]3)=[CH:11][CH:12]=1)=[N:17]2. The yield is 0.0900. The reactants are C([N:4]1[CH2:9][CH2:8][N:7]([C:10]2[CH:15]=[CH:14][C:13]([C:16]3[NH:25][C:24](=[O:26])[C:23]4[C:18](=[CH:19][C:20]([O:29][CH3:30])=[CH:21][C:22]=4[O:27][CH3:28])[N:17]=3)=[CH:12][CH:11]=2)[CH2:6][CH:5]1[CH3:31])(=O)C.[OH-].[Na+]. The catalyst is Cl. (6) The reactants are [Cl:1][C:2]1[CH:10]=[CH:9][C:5]([C:6](Cl)=[O:7])=[CH:4][CH:3]=1.[C:11]1([O:19][CH3:20])[C:12](=[CH:15][CH:16]=[CH:17][CH:18]=1)[O:13][CH3:14]. No catalyst specified. The product is [Cl:1][C:2]1[CH:10]=[CH:9][C:5]([C:6](=[O:7])[C:17]2[CH:16]=[CH:15][C:12]([O:13][CH3:14])=[C:11]([O:19][CH3:20])[CH:18]=2)=[CH:4][CH:3]=1. The yield is 0.843. (7) The reactants are [CH2:1]([O:3][C:4](=[O:12])[C:5]([F:11])([F:10])[CH:6]([OH:9])[CH2:7][CH3:8])[CH3:2].C(Cl)(Cl)Cl.[C:17](Cl)(=[O:21])[C:18]([CH3:20])=[CH2:19].C(N(CC)CC)C. The catalyst is O. The product is [CH2:1]([O:3][C:4]([C:5]([F:11])([F:10])[CH:6]([O:9][C:17](=[O:21])[C:18]([CH3:20])=[CH2:19])[CH2:7][CH3:8])=[O:12])[CH3:2]. The yield is 0.660.